Dataset: NCI-60 drug combinations with 297,098 pairs across 59 cell lines. Task: Regression. Given two drug SMILES strings and cell line genomic features, predict the synergy score measuring deviation from expected non-interaction effect. (1) Drug 2: CC1=C2C(C(=O)C3(C(CC4C(C3C(C(C2(C)C)(CC1OC(=O)C(C(C5=CC=CC=C5)NC(=O)OC(C)(C)C)O)O)OC(=O)C6=CC=CC=C6)(CO4)OC(=O)C)O)C)O. Drug 1: COC1=C(C=C2C(=C1)N=CN=C2NC3=CC(=C(C=C3)F)Cl)OCCCN4CCOCC4. Synergy scores: CSS=58.8, Synergy_ZIP=6.38, Synergy_Bliss=6.78, Synergy_Loewe=9.77, Synergy_HSA=11.5. Cell line: ACHN. (2) Drug 1: CS(=O)(=O)OCCCCOS(=O)(=O)C. Drug 2: CC(C)(C#N)C1=CC(=CC(=C1)CN2C=NC=N2)C(C)(C)C#N. Cell line: SF-539. Synergy scores: CSS=6.55, Synergy_ZIP=6.65, Synergy_Bliss=6.34, Synergy_Loewe=2.79, Synergy_HSA=1.18. (3) Drug 1: CCC1(CC2CC(C3=C(CCN(C2)C1)C4=CC=CC=C4N3)(C5=C(C=C6C(=C5)C78CCN9C7C(C=CC9)(C(C(C8N6C=O)(C(=O)OC)O)OC(=O)C)CC)OC)C(=O)OC)O.OS(=O)(=O)O. Drug 2: CCCCC(=O)OCC(=O)C1(CC(C2=C(C1)C(=C3C(=C2O)C(=O)C4=C(C3=O)C=CC=C4OC)O)OC5CC(C(C(O5)C)O)NC(=O)C(F)(F)F)O. Cell line: NCI-H226. Synergy scores: CSS=45.5, Synergy_ZIP=-10.8, Synergy_Bliss=-8.55, Synergy_Loewe=-64.5, Synergy_HSA=-11.4. (4) Drug 1: C1CC(C1)(C(=O)O)C(=O)O.[NH2-].[NH2-].[Pt+2]. Drug 2: C1=CC=C(C=C1)NC(=O)CCCCCCC(=O)NO. Cell line: EKVX. Synergy scores: CSS=4.08, Synergy_ZIP=-3.44, Synergy_Bliss=-3.57, Synergy_Loewe=-2.75, Synergy_HSA=-2.25. (5) Drug 1: C1=NC2=C(N1)C(=S)N=C(N2)N. Drug 2: C1CC(C1)(C(=O)O)C(=O)O.[NH2-].[NH2-].[Pt+2]. Cell line: NCI/ADR-RES. Synergy scores: CSS=22.0, Synergy_ZIP=-14.5, Synergy_Bliss=-14.2, Synergy_Loewe=-21.9, Synergy_HSA=-10.5.